This data is from Forward reaction prediction with 1.9M reactions from USPTO patents (1976-2016). The task is: Predict the product of the given reaction. (1) Given the reactants C(OC(=O)[NH:7][C@H:8]([CH2:13][S:14][C:15]1[NH:19][CH:18]=[N:17][N:16]=1)[CH2:9][CH:10]([CH3:12])[CH3:11])(C)(C)C.[ClH:21], predict the reaction product. The product is: [ClH:21].[CH3:11][CH:10]([CH3:12])[CH2:9][C@H:8]([NH2:7])[CH2:13][S:14][C:15]1[NH:19][CH:18]=[N:17][N:16]=1. (2) Given the reactants [N:1]12[CH2:9][CH2:8][CH:5]([CH2:6][CH2:7]1)[NH:4][C:3](=O)[CH2:2]2.O1CCOCC1, predict the reaction product. The product is: [N:1]12[CH2:9][CH2:8][CH:5]([CH2:6][CH2:7]1)[NH:4][CH2:3][CH2:2]2. (3) Given the reactants C([O:4][CH2:5][C:6]1[N:10]([CH2:11][CH2:12][CH2:13][CH2:14][CH2:15][CH2:16][O:17][C:18](=[O:23])[C:19](C)(C)C)[C:9]2[CH:24]=[CH:25][C:26]([C:28]#[N:29])=[CH:27][C:8]=2[N:7]=1)(=O)C.C([O-])([O-])=O.[K+].[K+], predict the reaction product. The product is: [C:28]([C:26]1[CH:25]=[CH:24][C:9]2[N:10]([CH2:11][CH2:12][CH2:13][CH2:14][CH2:15][CH2:16][O:17][C:18](=[O:23])[CH3:19])[C:6]([CH2:5][OH:4])=[N:7][C:8]=2[CH:27]=1)#[N:29]. (4) Given the reactants [NH:1]1[CH:5]=[C:4]([C:6]2[N:7]=[C:8]3[CH:14]=[CH:13][NH:12][C:9]3=[N:10][CH:11]=2)[CH:3]=[N:2]1.C1C(=O)N([I:22])C(=O)C1, predict the reaction product. The product is: [I:22][C:14]1[C:8]2[C:9](=[N:10][CH:11]=[C:6]([C:4]3[CH:5]=[N:1][NH:2][CH:3]=3)[N:7]=2)[NH:12][CH:13]=1. (5) Given the reactants [CH2:1]([O:8][C:9]([N:11]1[CH2:15][C@@H:14]([SH:16])[C@H:13]([NH:17][S:18]([C:21]2[CH:26]=[CH:25][C:24]([O:27][C:28]3[CH:33]=[CH:32][CH:31]=[CH:30][CH:29]=3)=[CH:23][CH:22]=2)(=[O:20])=[O:19])[CH2:12]1)=[O:10])[C:2]1[CH:7]=[CH:6][CH:5]=[CH:4][CH:3]=1.Cl.C(N1C[C@@H](S[C:38]([CH3:41])([CH3:40])[CH3:39])[C@H](NS(C2C=CC(OC3C=CC=CC=3)=CC=2)(=O)=O)C1)(O[C:38]([CH3:41])([CH3:40])[CH3:39])=O.C(N(CC)CC)C.ClC(OCC1C=CC=CC=1)=O, predict the reaction product. The product is: [CH2:1]([O:8][C:9]([N:11]1[CH2:15][C@@H:14]([S:16][C:38]([CH3:41])([CH3:40])[CH3:39])[C@H:13]([NH:17][S:18]([C:21]2[CH:26]=[CH:25][C:24]([O:27][C:28]3[CH:33]=[CH:32][CH:31]=[CH:30][CH:29]=3)=[CH:23][CH:22]=2)(=[O:20])=[O:19])[CH2:12]1)=[O:10])[C:2]1[CH:3]=[CH:4][CH:5]=[CH:6][CH:7]=1. (6) Given the reactants F[C:2]1[CH:13]=[CH:12][C:5]2[N:6]=[C:7]([NH2:11])[N:8]=[N+:9]([O-:10])[C:4]=2[CH:3]=1.[CH3:14][NH:15][CH3:16], predict the reaction product. The product is: [CH3:14][N:15]([CH3:16])[C:2]1[CH:13]=[CH:12][C:5]2[N:6]=[C:7]([NH2:11])[N:8]=[N+:9]([O-:10])[C:4]=2[CH:3]=1.